From a dataset of Full USPTO retrosynthesis dataset with 1.9M reactions from patents (1976-2016). Predict the reactants needed to synthesize the given product. (1) The reactants are: [CH2:1]([N:8]1[CH2:13][CH2:12][N:11]([CH2:14][C:15]2[CH:20]=[CH:19][CH:18]=[CH:17][CH:16]=2)[CH2:10][C@@H:9]1[CH:21]=[CH2:22])[C:2]1[CH:7]=[CH:6][CH:5]=[CH:4][CH:3]=1.C12BC(CCC1)CCC2.[F:32][C:33]1[CH:38]=[CH:37][CH:36]=[CH:35][C:34]=1I.C1(P(C2C=CC=CC=2)C2C=CC=CC=2)C=CC=CC=1.[OH-].[Na+].C(CN)O. Given the product [CH2:1]([N:8]1[CH2:13][CH2:12][N:11]([CH2:14][C:15]2[CH:20]=[CH:19][CH:18]=[CH:17][CH:16]=2)[CH2:10][C@@H:9]1[CH2:21][CH2:22][C:34]1[CH:35]=[CH:36][CH:37]=[CH:38][C:33]=1[F:32])[C:2]1[CH:3]=[CH:4][CH:5]=[CH:6][CH:7]=1, predict the reactants needed to synthesize it. (2) Given the product [Cl:12][C:13]1[N:14]=[CH:15][N:16]=[C:17]([NH:1][C:2]2[N:3]=[C:4]([O:10][CH3:11])[C:5]([C:8]#[N:9])=[N:6][CH:7]=2)[CH:18]=1, predict the reactants needed to synthesize it. The reactants are: [NH2:1][C:2]1[N:3]=[C:4]([O:10][CH3:11])[C:5]([C:8]#[N:9])=[N:6][CH:7]=1.[Cl:12][C:13]1[CH:18]=[C:17](Cl)[N:16]=[CH:15][N:14]=1.C[Si]([N-][Si](C)(C)C)(C)C.[Li+].C(P(C(C)(C)C)C1C=CC=CC=1C1C=CC=CC=1)(C)(C)C. (3) Given the product [C:12]([O:11][C:9]([NH:16][C:17]1[CH:24]=[CH:23][C:20]([C:21]#[N:22])=[CH:19][CH:18]=1)=[O:10])([CH3:13])([CH3:14])[CH3:15], predict the reactants needed to synthesize it. The reactants are: [C:12]([O:11][C:9](O[C:9]([O:11][C:12]([CH3:15])([CH3:14])[CH3:13])=[O:10])=[O:10])([CH3:15])([CH3:14])[CH3:13].[NH2:16][C:17]1[CH:24]=[CH:23][C:20]([C:21]#[N:22])=[CH:19][CH:18]=1.